Dataset: Full USPTO retrosynthesis dataset with 1.9M reactions from patents (1976-2016). Task: Predict the reactants needed to synthesize the given product. (1) The reactants are: B(Br)(Br)Br.C[O:6][C:7]1[CH:8]=[C:9]2[C:14](=[CH:15][C:16]=1[CH3:17])[C:13](=[O:18])[NH:12][CH:11]=[CH:10]2.N. Given the product [OH:6][C:7]1[CH:8]=[C:9]2[C:14](=[CH:15][C:16]=1[CH3:17])[C:13](=[O:18])[NH:12][CH:11]=[CH:10]2, predict the reactants needed to synthesize it. (2) Given the product [C:1]([O:5][C:6]([N:8]1[CH2:13][CH2:12][C:11](=[C:14]([C:18]2[CH:23]=[CH:22][CH:21]=[CH:20][CH:19]=2)[C:15]([NH:41][NH2:42])=[O:16])[CH2:10][CH2:9]1)=[O:7])([CH3:4])([CH3:3])[CH3:2], predict the reactants needed to synthesize it. The reactants are: [C:1]([O:5][C:6]([N:8]1[CH2:13][CH2:12][C:11](=[C:14]([C:18]2[CH:23]=[CH:22][CH:21]=[CH:20][CH:19]=2)[C:15](O)=[O:16])[CH2:10][CH2:9]1)=[O:7])([CH3:4])([CH3:3])[CH3:2].CCN=C=NCCCN(C)C.C1C=CC2N(O)[N:42]=[N:41]C=2C=1.O.NN. (3) Given the product [C:3]([C:5]1[C:14]([S:15][CH3:16])=[N:13][C:12]([C:17]2[CH:18]=[CH:19][C:20]([O:23][CH3:24])=[CH:21][CH:22]=2)=[C:11]2[C:6]=1[C:7]1[CH:29]=[CH:28][C:27]([N:30]3[CH2:35][CH2:34][N:33]([C:36]([O:38][C:39]([CH3:42])([CH3:41])[CH3:40])=[O:37])[CH2:32][CH2:31]3)=[CH:26][C:8]=1[N:9]=[C:10]2[O:25][CH2:44][CH3:45])#[N:4].[C:3]([C:5]1[C:14]([S:15][CH3:16])=[N:13][C:12]([C:17]2[CH:18]=[CH:19][C:20]([O:23][CH3:24])=[CH:21][CH:22]=2)=[C:11]2[C:6]=1[C:7]1[CH:29]=[CH:28][C:27]([N:30]3[CH2:35][CH2:34][N:33]([C:36]([O:38][C:39]([CH3:42])([CH3:41])[CH3:40])=[O:37])[CH2:32][CH2:31]3)=[CH:26][C:8]=1[N:9]([CH2:44][CH3:45])[C:10]2=[O:25])#[N:4], predict the reactants needed to synthesize it. The reactants are: [H-].[Na+].[C:3]([C:5]1[C:14]([S:15][CH3:16])=[N:13][C:12]([C:17]2[CH:22]=[CH:21][C:20]([O:23][CH3:24])=[CH:19][CH:18]=2)=[C:11]2[C:6]=1[C:7]1[CH:29]=[CH:28][C:27]([N:30]3[CH2:35][CH2:34][N:33]([C:36]([O:38][C:39]([CH3:42])([CH3:41])[CH3:40])=[O:37])[CH2:32][CH2:31]3)=[CH:26][C:8]=1[NH:9][C:10]2=[O:25])#[N:4].I[CH2:44][CH3:45].O. (4) Given the product [F:73][C:70]([F:71])([F:72])[O:69][C:64]1[CH:65]=[CH:66][CH:67]=[CH:68][C:63]=1[C:56]1[O:57][C:58]([C:59]([F:60])([F:61])[F:62])=[C:54]([C:52]([NH:51][C:48]2[CH:49]=[CH:50][C:45]([N:42]3[CH2:43][CH2:44][CH:39]([C:37]([OH:38])=[O:36])[CH2:40][CH2:41]3)=[N:46][CH:47]=2)=[O:53])[N:55]=1, predict the reactants needed to synthesize it. The reactants are: C1(C2OC(C(F)(F)F)=C(C(NC3C=CC(N4CCC(C(O)=O)CC4)=CC=3)=O)N=2)C=CC=CC=1.C([O:36][C:37]([CH:39]1[CH2:44][CH2:43][N:42]([C:45]2[CH:50]=[CH:49][C:48]([NH:51][C:52]([C:54]3[N:55]=[C:56]([C:63]4[CH:68]=[CH:67][CH:66]=[CH:65][C:64]=4[O:69][C:70]([F:73])([F:72])[F:71])[O:57][C:58]=3[C:59]([F:62])([F:61])[F:60])=[O:53])=[CH:47][N:46]=2)[CH2:41][CH2:40]1)=[O:38])C.[OH-].[Na+]. (5) Given the product [F:16][C:17]1[CH:22]=[CH:21][CH:20]=[CH:19][C:18]=1[CH2:23][C:24](=[O:26])[CH2:27][C:28]([O:29][CH2:30][CH3:32])=[O:35], predict the reactants needed to synthesize it. The reactants are: C1(N=C=NC2CCCCC2)CCCCC1.[F:16][C:17]1[CH:22]=[CH:21][CH:20]=[CH:19][C:18]=1[CH2:23][C:24]([OH:26])=O.[CH3:27][C:28]1(C)[O:35]C(=O)[CH2:32][C:30](=O)[O:29]1. (6) Given the product [NH2:23][C@H:20]1[CH2:21][CH2:22][N:18]([CH:15]2[CH2:16][CH2:17][N:12]([C:3]3[C:2]([Cl:1])=[CH:7][C:6]([C:8]([F:11])([F:10])[F:9])=[CH:5][N:4]=3)[CH2:13][CH2:14]2)[C:19]1=[O:31], predict the reactants needed to synthesize it. The reactants are: [Cl:1][C:2]1[C:3]([N:12]2[CH2:17][CH2:16][CH:15]([N:18]3[CH2:22][CH2:21][C@H:20]([NH:23]C(=O)OC(C)(C)C)[C:19]3=[O:31])[CH2:14][CH2:13]2)=[N:4][CH:5]=[C:6]([C:8]([F:11])([F:10])[F:9])[CH:7]=1.Cl. (7) The reactants are: C(OC([N:8]1[CH2:12][CH2:11][C@H:10]([NH:13][C:14](=[O:33])[CH2:15][NH:16][C:17]([NH:19][C:20]([O:22][CH2:23][C:24]2[CH:29]=[CH:28][C:27]([N+:30]([O-:32])=[O:31])=[CH:26][CH:25]=2)=[O:21])=[NH:18])[CH2:9]1)=O)(C)(C)C.[S:34](=[O:38])(=[O:37])([OH:36])[OH:35].C(OC(C)C)(C)C. Given the product [S:34]([O:36][S:34]([OH:37])(=[O:36])=[O:35])([OH:35])(=[O:38])=[O:37].[N+:30]([C:27]1[CH:28]=[CH:29][C:24]([CH2:23][O:22][C:20]([NH:19][C:17](=[NH:18])[NH:16][CH2:15][C:14]([NH:13][C@H:10]2[CH2:11][CH2:12][NH:8][CH2:9]2)=[O:33])=[O:21])=[CH:25][CH:26]=1)([O-:32])=[O:31], predict the reactants needed to synthesize it. (8) Given the product [NH2:27][C:24]1[CH:25]=[CH:26][C:21]([C:11]2[N:10]([NH:9][CH2:8][C:5]3[CH:6]=[CH:7][C:2]([Cl:1])=[CH:3][CH:4]=3)[C:15](=[O:16])[C:14]3[CH:17]=[CH:18][N:19]=[CH:20][C:13]=3[N:12]=2)=[CH:22][C:23]=1[CH3:30], predict the reactants needed to synthesize it. The reactants are: [Cl:1][C:2]1[CH:7]=[CH:6][C:5]([CH2:8][NH:9][N:10]2[C:15](=[O:16])[C:14]3[CH:17]=[CH:18][N:19]=[CH:20][C:13]=3[N:12]=[C:11]2[C:21]2[CH:26]=[CH:25][C:24]([N+:27]([O-])=O)=[C:23]([CH3:30])[CH:22]=2)=[CH:4][CH:3]=1. (9) The reactants are: Cl.[O:2]1[C:6]2[CH:7]=[CH:8][CH:9]=[CH:10][C:5]=2[C:4]([CH2:11][CH:12]([F:28])[CH2:13][N:14]2[CH2:19][CH2:18][CH:17]([NH:20]C(=O)OC(C)(C)C)[CH2:16][CH2:15]2)=[CH:3]1. Given the product [O:2]1[C:6]2[CH:7]=[CH:8][CH:9]=[CH:10][C:5]=2[C:4]([CH2:11][CH:12]([F:28])[CH2:13][N:14]2[CH2:19][CH2:18][CH:17]([NH2:20])[CH2:16][CH2:15]2)=[CH:3]1, predict the reactants needed to synthesize it. (10) Given the product [C@H:12]12[CH2:14][C@H:9]([NH:8][CH2:13]1)[CH2:10][N:11]2[C:15]1[N:20]2[CH:21]=[CH:22][N:23]=[C:19]2[CH:18]=[C:17]([C:24]2[CH:29]=[CH:28][N:27]=[C:26]([NH:30][C@H:31]([C:33]3[CH:34]=[CH:35][CH:36]=[CH:37][CH:38]=3)[CH3:32])[CH:25]=2)[N:16]=1, predict the reactants needed to synthesize it. The reactants are: C(OC([N:8]1[CH2:13][CH:12]2[CH2:14][CH:9]1[CH2:10][N:11]2[C:15]1[N:20]2[CH:21]=[CH:22][N:23]=[C:19]2[CH:18]=[C:17]([C:24]2[CH:29]=[CH:28][N:27]=[C:26]([NH:30][CH:31]([C:33]3[CH:38]=[CH:37][CH:36]=[CH:35][CH:34]=3)[CH3:32])[CH:25]=2)[N:16]=1)=O)(C)(C)C.CO.Cl.